The task is: Predict the reaction yield, written as a fraction of the theoretical maximum amount of product (1.0 means a 100% yield; for example, 0.34 means a 34% yield).. This data is from Reaction yield outcomes from USPTO patents with 853,638 reactions. (1) The reactants are [CH3:1][O:2][C:3]1[CH:8]=[CH:7][C:6]([O:9][CH3:10])=[CH:5][C:4]=1[NH:11][C:12]([CH:14]1[CH2:19][CH2:18][CH2:17][CH2:16][CH2:15]1)=[S:13]. The catalyst is [OH-].[Na+].[Fe-3](C#N)(C#N)(C#N)(C#N)(C#N)C#N.[K+].[K+].[K+]. The product is [CH:14]1([C:12]2[S:13][C:5]3[C:6]([O:9][CH3:10])=[CH:7][CH:8]=[C:3]([O:2][CH3:1])[C:4]=3[N:11]=2)[CH2:19][CH2:18][CH2:17][CH2:16][CH2:15]1. The yield is 0.880. (2) The reactants are C(NC(=O)[NH:5][C:6]1[CH:11]=[CH:10][C:9]([C:12]2[N:13]=[C:14]([N:29]3[CH2:34][CH2:33][O:32][CH2:31][C@@H:30]3[CH3:35])[C:15]3[CH2:21][CH2:20][N:19](C(OC(C)(C)C)=O)[CH2:18][C:16]=3[N:17]=2)=[CH:8][CH:7]=1)C.[F:37]C1C=C(B2OC(C)(C)C(C)(C)O2)C=CC=1N. No catalyst specified. The product is [F:37][C:11]1[CH:10]=[C:9]([C:12]2[N:13]=[C:14]([N:29]3[CH2:34][CH2:33][O:32][CH2:31][C@@H:30]3[CH3:35])[C:15]3[CH2:21][N:19]([CH3:20])[CH2:18][C:16]=3[N:17]=2)[CH:8]=[CH:7][C:6]=1[NH2:5]. The yield is 0.980. (3) The reactants are [Cl:1][C:2]1[CH:36]=[CH:35][C:5]([CH2:6][C:7]2[N:8]=[C:9]([C:25]3[CH:30]=[CH:29][N:28]=[C:27]([NH:31][C:32](=[O:34])[CH3:33])[CH:26]=3)[S:10][C:11]=2[C:12]2[N:16](COCC[Si](C)(C)C)[N:15]=[CH:14][N:13]=2)=[CH:4][CH:3]=1.FC(F)(F)C(O)=O. The catalyst is ClCCl. The product is [Cl:1][C:2]1[CH:36]=[CH:35][C:5]([CH2:6][C:7]2[N:8]=[C:9]([C:25]3[CH:30]=[CH:29][N:28]=[C:27]([NH:31][C:32](=[O:34])[CH3:33])[CH:26]=3)[S:10][C:11]=2[C:12]2[NH:13][CH:14]=[N:15][N:16]=2)=[CH:4][CH:3]=1. The yield is 0.610. (4) The reactants are [OH:1][C@@H:2]1[CH2:9][N:8]([C:10](=[O:22])[CH2:11][CH2:12][CH2:13][N:14]2[CH2:19][CH2:18][NH:17][C@@H:16]([CH3:20])[C:15]2=[O:21])[CH2:7][CH2:6][C:3]21[CH2:5][CH2:4]2.[Cl:23][C:24]1[CH:29]=[CH:28][C:27]([N:30]=[C:31]=[O:32])=[CH:26][C:25]=1[O:33][C:34]([F:37])([F:36])[F:35]. No catalyst specified. The product is [Cl:23][C:24]1[CH:29]=[CH:28][C:27]([NH:30][C:31]([N:17]2[CH2:18][CH2:19][N:14]([CH2:13][CH2:12][CH2:11][C:10]([N:8]3[CH2:7][CH2:6][C:3]4([CH2:5][CH2:4]4)[C@H:2]([OH:1])[CH2:9]3)=[O:22])[C:15](=[O:21])[C@@H:16]2[CH3:20])=[O:32])=[CH:26][C:25]=1[O:33][C:34]([F:35])([F:37])[F:36]. The yield is 0.670. (5) The reactants are [C:1]([N:5]1[C:9](=[O:10])[C:8]([NH:11][CH:12]2[CH2:17][CH2:16][NH:15][CH2:14][CH2:13]2)=[C:7]([C:18]2[CH:23]=[CH:22][CH:21]=[CH:20][CH:19]=2)[S:6]1(=[O:25])=[O:24])([CH3:4])([CH3:3])[CH3:2].Br[CH2:27][C:28]1[CH:35]=[CH:34][C:31]([C:32]#[N:33])=[CH:30][CH:29]=1.C(N1CCCN2CCCN=C12)C1C=CC=CC=1. The catalyst is CN(C=O)C. The product is [C:1]([N:5]1[C:9](=[O:10])[C:8]([NH:11][CH:12]2[CH2:17][CH2:16][N:15]([CH2:27][C:28]3[CH:35]=[CH:34][C:31]([C:32]#[N:33])=[CH:30][CH:29]=3)[CH2:14][CH2:13]2)=[C:7]([C:18]2[CH:19]=[CH:20][CH:21]=[CH:22][CH:23]=2)[S:6]1(=[O:25])=[O:24])([CH3:4])([CH3:2])[CH3:3]. The yield is 0.300. (6) The reactants are [CH3:1][C:2]1[CH:7]=[C:6]([CH3:8])[CH:5]=[C:4]([CH3:9])[C:3]=1[N:10]=[C:11]=[O:12].[NH2:13][C:14]1[CH:15]=[C:16]([C:35]2[CH:40]=[CH:39][CH:38]=[CH:37][CH:36]=2)[CH:17]=[CH:18][C:19]=1[C:20]([NH:22][C@H:23]([C:31]([O:33][CH3:34])=[O:32])[C@@H:24]([CH3:30])[O:25][C:26]([CH3:29])([CH3:28])[CH3:27])=[O:21].CCCCCC.C(OCC)(=O)C. The catalyst is N1C=CC=CC=1. The product is [CH3:29][C:26]([O:25][C@H:24]([CH3:30])[C@@H:23]([C:31]([O:33][CH3:34])=[O:32])[NH:22][C:20]([C:19]1[CH:18]=[CH:17][C:16]([C:35]2[CH:40]=[CH:39][CH:38]=[CH:37][CH:36]=2)=[CH:15][C:14]=1[NH:13][C:11]([NH:10][C:3]1[C:2]([CH3:1])=[CH:7][C:6]([CH3:8])=[CH:5][C:4]=1[CH3:9])=[O:12])=[O:21])([CH3:27])[CH3:28]. The yield is 0.700.